Regression. Given two drug SMILES strings and cell line genomic features, predict the synergy score measuring deviation from expected non-interaction effect. From a dataset of NCI-60 drug combinations with 297,098 pairs across 59 cell lines. (1) Drug 1: CC1C(C(CC(O1)OC2CC(CC3=C2C(=C4C(=C3O)C(=O)C5=C(C4=O)C(=CC=C5)OC)O)(C(=O)CO)O)N)O.Cl. Drug 2: C1CN(CCN1C(=O)CCBr)C(=O)CCBr. Cell line: 786-0. Synergy scores: CSS=13.1, Synergy_ZIP=-5.11, Synergy_Bliss=-1.13, Synergy_Loewe=-3.11, Synergy_HSA=-0.704. (2) Drug 1: CC12CCC3C(C1CCC2=O)CC(=C)C4=CC(=O)C=CC34C. Drug 2: CC1=C(N=C(N=C1N)C(CC(=O)N)NCC(C(=O)N)N)C(=O)NC(C(C2=CN=CN2)OC3C(C(C(C(O3)CO)O)O)OC4C(C(C(C(O4)CO)O)OC(=O)N)O)C(=O)NC(C)C(C(C)C(=O)NC(C(C)O)C(=O)NCCC5=NC(=CS5)C6=NC(=CS6)C(=O)NCCC[S+](C)C)O. Cell line: COLO 205. Synergy scores: CSS=53.5, Synergy_ZIP=-0.296, Synergy_Bliss=3.71, Synergy_Loewe=-24.7, Synergy_HSA=1.39. (3) Drug 1: CC1=C2C(C(=O)C3(C(CC4C(C3C(C(C2(C)C)(CC1OC(=O)C(C(C5=CC=CC=C5)NC(=O)OC(C)(C)C)O)O)OC(=O)C6=CC=CC=C6)(CO4)OC(=O)C)OC)C)OC. Drug 2: C1CNP(=O)(OC1)N(CCCl)CCCl. Cell line: SR. Synergy scores: CSS=12.2, Synergy_ZIP=-14.4, Synergy_Bliss=-34.2, Synergy_Loewe=-68.3, Synergy_HSA=-34.1. (4) Drug 1: CCC(=C(C1=CC=CC=C1)C2=CC=C(C=C2)OCCN(C)C)C3=CC=CC=C3.C(C(=O)O)C(CC(=O)O)(C(=O)O)O. Drug 2: C1CNP(=O)(OC1)N(CCCl)CCCl. Cell line: HCT-15. Synergy scores: CSS=1.49, Synergy_ZIP=2.83, Synergy_Bliss=2.96, Synergy_Loewe=-3.65, Synergy_HSA=-2.52. (5) Drug 1: COC1=NC(=NC2=C1N=CN2C3C(C(C(O3)CO)O)O)N. Drug 2: N.N.Cl[Pt+2]Cl. Cell line: NCI-H322M. Synergy scores: CSS=-2.37, Synergy_ZIP=2.45, Synergy_Bliss=2.55, Synergy_Loewe=-3.57, Synergy_HSA=-2.56.